Dataset: Reaction yield outcomes from USPTO patents with 853,638 reactions. Task: Predict the reaction yield, written as a fraction of the theoretical maximum amount of product (1.0 means a 100% yield; for example, 0.34 means a 34% yield). (1) The reactants are [CH2:1]([C:5]1[N:10]2[N:11]=[CH:12][N:13]=[C:9]2[NH:8][C:7](=[O:14])[C:6]=1[CH2:15][C:16]1[CH:21]=[CH:20][C:19]([C:22]2[C:23]([C:28]#[N:29])=[CH:24][CH:25]=[CH:26][CH:27]=2)=[CH:18][CH:17]=1)[CH2:2][CH2:3][CH3:4].[F:30][C:31]1[CH:32]=[C:33](B(O)O)[CH:34]=[CH:35][C:36]=1[O:37][CH3:38].C(N(CC)CC)C.N1C=CC=CC=1. The catalyst is ClCCl.C(OCC)(=O)C.C([O-])(=O)C.[Cu+2].C([O-])(=O)C. The product is [CH2:1]([C:5]1[N:10]2[N:11]=[CH:12][N:13]=[C:9]2[N:8]([C:33]2[CH:34]=[CH:35][C:36]([O:37][CH3:38])=[C:31]([F:30])[CH:32]=2)[C:7](=[O:14])[C:6]=1[CH2:15][C:16]1[CH:21]=[CH:20][C:19]([C:22]2[C:23]([C:28]#[N:29])=[CH:24][CH:25]=[CH:26][CH:27]=2)=[CH:18][CH:17]=1)[CH2:2][CH2:3][CH3:4]. The yield is 1.00. (2) The reactants are [CH2:1]([O:8][C@@H:9]1[C@@H:15]([O:16][CH2:17][C:18]2[CH:23]=[CH:22][CH:21]=[CH:20][CH:19]=2)[C@H:14]([O:24][CH2:25][C:26]2[CH:31]=[CH:30][CH:29]=[CH:28][CH:27]=2)[C@@H:13]([CH2:32][O:33][CH2:34][C:35]2[CH:40]=[CH:39][CH:38]=[CH:37][CH:36]=2)[O:12][C:10]1([C:41]1[CH:46]=[C:45]([CH:47](O)[C:48]2[CH:53]=[CH:52][C:51]([CH2:54][CH2:55][NH:56][C:57]([C:70]3[CH:75]=[CH:74][CH:73]=[CH:72][CH:71]=3)([C:64]3[CH:69]=[CH:68][CH:67]=[CH:66][CH:65]=3)[C:58]3[CH:63]=[CH:62][CH:61]=[CH:60][CH:59]=3)=[CH:50][CH:49]=2)[C:44]([CH3:77])=[CH:43][C:42]=1[O:78][CH2:79][C:80]1[CH:85]=[CH:84][CH:83]=[CH:82][CH:81]=1)O)[C:2]1[CH:7]=[CH:6][CH:5]=[CH:4][CH:3]=1.[SiH](CC)(CC)CC.B(F)(F)F.CCOCC.C(=O)(O)[O-].[Na+]. The catalyst is C(#N)C. The product is [CH2:1]([O:8][C@@H:9]1[C@@H:15]([O:16][CH2:17][C:18]2[CH:19]=[CH:20][CH:21]=[CH:22][CH:23]=2)[C@H:14]([O:24][CH2:25][C:26]2[CH:27]=[CH:28][CH:29]=[CH:30][CH:31]=2)[C@@H:13]([CH2:32][O:33][CH2:34][C:35]2[CH:40]=[CH:39][CH:38]=[CH:37][CH:36]=2)[O:12][C@H:10]1[C:41]1[CH:46]=[C:45]([CH2:47][C:48]2[CH:49]=[CH:50][C:51]([CH2:54][CH2:55][NH:56][C:57]([C:58]3[CH:63]=[CH:62][CH:61]=[CH:60][CH:59]=3)([C:70]3[CH:71]=[CH:72][CH:73]=[CH:74][CH:75]=3)[C:64]3[CH:65]=[CH:66][CH:67]=[CH:68][CH:69]=3)=[CH:52][CH:53]=2)[C:44]([CH3:77])=[CH:43][C:42]=1[O:78][CH2:79][C:80]1[CH:81]=[CH:82][CH:83]=[CH:84][CH:85]=1)[C:2]1[CH:7]=[CH:6][CH:5]=[CH:4][CH:3]=1. The yield is 0.590. (3) The reactants are [F:1][C:2]1[CH:7]=[CH:6][C:5]([C:8]2[N:12]([CH3:13])[N:11]=[CH:10][C:9]=2[CH:14]=O)=[CH:4][CH:3]=1.[H-].[Na+].C(OP([CH2:26][C:27]([O:29]CC)=[O:28])(OCC)=O)C.CN(C)C=O. The catalyst is O. The product is [F:1][C:2]1[CH:3]=[CH:4][C:5]([C:8]2[N:12]([CH3:13])[N:11]=[CH:10][C:9]=2/[CH:14]=[CH:26]/[C:27]([OH:29])=[O:28])=[CH:6][CH:7]=1. The yield is 0.840. (4) The reactants are [C:1]1([CH3:8])[C:6]([OH:7])=[CH:5][CH:4]=[CH:3][CH:2]=1.[C:9](=O)([O-])[O-].[K+].[K+].CN(C=O)C.IC. The catalyst is O. The product is [CH3:9][O:7][C:6]1[CH:5]=[CH:4][CH:3]=[CH:2][C:1]=1[CH3:8]. The yield is 0.890. (5) The reactants are [CH:1]1([C:4]([N:6]2[CH2:10][CH2:9][C@H:8]([CH2:11][C:12]([NH:14][NH2:15])=[O:13])[CH2:7]2)=[O:5])[CH2:3][CH2:2]1.[Br:16][C:17]1[CH:22]=[CH:21][C:20]([N:23]=[C:24]=[O:25])=[CH:19][CH:18]=1.[N-]=C=O. The catalyst is ClCCl. The product is [Br:16][C:17]1[CH:22]=[CH:21][C:20]([NH:23][C:24]([NH:15][NH:14][C:12](=[O:13])[CH2:11][C@H:8]2[CH2:9][CH2:10][N:6]([C:4]([CH:1]3[CH2:3][CH2:2]3)=[O:5])[CH2:7]2)=[O:25])=[CH:19][CH:18]=1. The yield is 0.880. (6) The reactants are [O:1]=[C:2]1[C:11]2[C:6](=[CH:7][CH:8]=[CH:9][CH:10]=2)[N:5]=[C:4]([CH2:12][CH2:13][CH2:14][C:15]([OH:17])=O)[NH:3]1.FC(F)(F)C(O)=O.[Cl:25][C:26]1[CH:31]=[CH:30][C:29]([C:32]2[O:33][C:34]([CH:37]3[CH2:42][CH2:41][NH:40][CH2:39][CH2:38]3)=[N:35][N:36]=2)=[CH:28][CH:27]=1. The catalyst is O. The product is [Cl:25][C:26]1[CH:31]=[CH:30][C:29]([C:32]2[O:33][C:34]([CH:37]3[CH2:42][CH2:41][N:40]([C:15](=[O:17])[CH2:14][CH2:13][CH2:12][C:4]4[NH:3][C:2](=[O:1])[C:11]5[C:6](=[CH:7][CH:8]=[CH:9][CH:10]=5)[N:5]=4)[CH2:39][CH2:38]3)=[N:35][N:36]=2)=[CH:28][CH:27]=1. The yield is 0.420. (7) The reactants are C(OC([N:8]1[CH2:12][CH2:11][CH2:10][CH:9]1[C:13](=[O:31])[NH:14][C:15]1[CH:20]=[CH:19][C:18]([C:21]2[CH:26]=[CH:25][CH:24]=[CH:23][C:22]=2[S:27]([CH3:30])(=[O:29])=[O:28])=[CH:17][CH:16]=1)=O)(C)(C)C.FC(F)(F)C(O)=O. The catalyst is C(Cl)Cl. The product is [CH3:30][S:27]([C:22]1[CH:23]=[CH:24][CH:25]=[CH:26][C:21]=1[C:18]1[CH:19]=[CH:20][C:15]([NH:14][C:13]([CH:9]2[CH2:10][CH2:11][CH2:12][NH:8]2)=[O:31])=[CH:16][CH:17]=1)(=[O:29])=[O:28]. The yield is 1.00. (8) The reactants are [Br:1][C:2]1[CH:3]=[CH:4][C:5]([OH:11])=[C:6]([CH:10]=1)[C:7]([OH:9])=[O:8].N12CN3CN(CN(C3)C1)C2.FC(F)(F)[C:24](O)=[O:25]. No catalyst specified. The product is [Br:1][C:2]1[CH:3]=[C:4]([CH:24]=[O:25])[C:5]([OH:11])=[C:6]([CH:10]=1)[C:7]([OH:9])=[O:8]. The yield is 0.500. (9) The reactants are [C:1]([C:5]1[C:6](=[O:16])[C:7](=[O:15])[CH:8]=[C:9]([C:11]([CH3:14])([CH3:13])[CH3:12])[CH:10]=1)([CH3:4])([CH3:3])[CH3:2].[N+:17]([O-])([OH:19])=[O:18].O. The catalyst is C(O)(=O)C. The product is [C:11]([C:9]1[CH:10]=[C:5]([C:1]([CH3:4])([CH3:2])[CH3:3])[C:6](=[O:16])[C:7](=[O:15])[C:8]=1[N+:17]([O-:19])=[O:18])([CH3:14])([CH3:13])[CH3:12]. The yield is 0.240.